From a dataset of Catalyst prediction with 721,799 reactions and 888 catalyst types from USPTO. Predict which catalyst facilitates the given reaction. (1) Reactant: [Cl:1][C:2]1[CH:3]=[N:4][N:5]([CH3:16])[C:6]=1[C:7]1[CH:8]=[C:9]([C:13]([OH:15])=O)[S:10][C:11]=1[CH3:12].C(N(CC)C(C)C)(C)C.[NH2:26][C@@H:27]([CH2:40][CH:41]1[CH2:46][CH2:45][CH2:44][CH2:43][CH2:42]1)[CH2:28][N:29]1[C:37](=[O:38])[C:36]2[C:31](=[CH:32][CH:33]=[CH:34][CH:35]=2)[C:30]1=[O:39].CC(OC(N[C@H](C(O)=O)CC1C=CC=CC=1C(F)(F)F)=O)(C)C.F[P-](F)(F)(F)(F)F.Br[P+](N1CCCC1)(N1CCCC1)N1CCCC1. Product: [Cl:1][C:2]1[CH:3]=[N:4][N:5]([CH3:16])[C:6]=1[C:7]1[CH:8]=[C:9]([C:13]([NH:26][C@H:27]([CH2:28][N:29]2[C:37](=[O:38])[C:36]3[C:31](=[CH:32][CH:33]=[CH:34][CH:35]=3)[C:30]2=[O:39])[CH2:40][CH:41]2[CH2:46][CH2:45][CH2:44][CH2:43][CH2:42]2)=[O:15])[S:10][C:11]=1[CH3:12]. The catalyst class is: 2. (2) Reactant: C([N:5]1[C:9](=[O:10])[CH2:8][CH:7]([C:11]2[CH:16]=[CH:15][C:14]([CH2:17][CH2:18][NH:19][S:20]([C:23]3[CH:28]=[CH:27][C:26]([O:29][C:30]4[CH:35]=[CH:34][CH:33]=[CH:32][CH:31]=4)=[CH:25][CH:24]=3)(=[O:22])=[O:21])=[CH:13][CH:12]=2)[S:6]1(=[O:37])=[O:36])(C)(C)C. Product: [O:37]=[S:6]1(=[O:36])[CH:7]([C:11]2[CH:16]=[CH:15][C:14]([CH2:17][CH2:18][NH:19][S:20]([C:23]3[CH:28]=[CH:27][C:26]([O:29][C:30]4[CH:31]=[CH:32][CH:33]=[CH:34][CH:35]=4)=[CH:25][CH:24]=3)(=[O:21])=[O:22])=[CH:13][CH:12]=2)[CH2:8][C:9](=[O:10])[NH:5]1. The catalyst class is: 55. (3) Reactant: [CH3:1][CH:2]1[N:6]([C:7]([O:9][C:10]([CH3:13])([CH3:12])[CH3:11])=[O:8])[CH2:5][CH:4]([C:14]([O:16]CC)=[O:15])[CH2:3]1.O[Li].O.O. Product: [CH3:11][C:10]([O:9][C:7]([N:6]1[CH:2]([CH3:1])[CH2:3][CH:4]([C:14]([OH:16])=[O:15])[CH2:5]1)=[O:8])([CH3:12])[CH3:13]. The catalyst class is: 1. (4) Reactant: C([O:3][C:4](=[O:36])[CH2:5][N:6]([C:15]1[CH:16]=[CH:17][CH:18]=[C:19]2[C:23]=1[NH:22][C:21]([C:24]1[S:25][CH:26]([CH2:29][N:30]3[CH2:35][CH2:34][O:33][CH2:32][CH2:31]3)[CH2:27][N:28]=1)=[CH:20]2)[S:7]([C:10]1[S:11][CH:12]=[CH:13][CH:14]=1)(=[O:9])=[O:8])C.[OH-].[K+].Cl. The catalyst class is: 193. Product: [O:33]1[CH2:32][CH2:31][N:30]([CH2:29][CH:26]2[S:25][C:24]([C:21]3[NH:22][C:23]4[C:19]([CH:20]=3)=[CH:18][CH:17]=[CH:16][C:15]=4[N:6]([S:7]([C:10]3[S:11][CH:12]=[CH:13][CH:14]=3)(=[O:8])=[O:9])[CH2:5][C:4]([OH:36])=[O:3])=[N:28][CH2:27]2)[CH2:35][CH2:34]1. (5) Reactant: [N:1]1[N:5]2[CH:6]=[C:7]([OH:10])[CH:8]=[CH:9][C:4]2=[CH:3][CH:2]=1.N1C=CC=CC=1.[F:17][C:18]([F:31])([F:30])[S:19](O[S:19]([C:18]([F:31])([F:30])[F:17])(=[O:21])=[O:20])(=[O:21])=[O:20].C(=O)(O)[O-].[Na+]. Product: [F:17][C:18]([F:31])([F:30])[S:19]([O:10][C:7]1[CH:8]=[CH:9][C:4]2[N:5]([N:1]=[CH:2][CH:3]=2)[CH:6]=1)(=[O:21])=[O:20]. The catalyst class is: 4.